From a dataset of Forward reaction prediction with 1.9M reactions from USPTO patents (1976-2016). Predict the product of the given reaction. (1) The product is: [Br-:1].[Cl:22][C:23]1[CH:24]=[CH:25][C:26]([CH2:29][S:30]([NH:2][CH2:3][CH2:4][N+:5]([CH2:8][CH2:9][NH:10][C:11]([C:13]2[C:18]([NH2:19])=[N:17][C:16]([NH2:20])=[C:15]([Cl:21])[N:14]=2)=[O:12])([CH3:6])[CH3:7])(=[O:32])=[O:31])=[CH:27][CH:28]=1. Given the reactants [Br-:1].[NH2:2][CH2:3][CH2:4][N+:5]([CH2:8][CH2:9][NH:10][C:11]([C:13]1[C:18]([NH2:19])=[N:17][C:16]([NH2:20])=[C:15]([Cl:21])[N:14]=1)=[O:12])([CH3:7])[CH3:6].[Cl:22][C:23]1[CH:28]=[CH:27][C:26]([CH2:29][S:30](Cl)(=[O:32])=[O:31])=[CH:25][CH:24]=1.CN1CCOCC1, predict the reaction product. (2) Given the reactants [CH3:1][O:2][C:3](=[O:47])[CH2:4][C:5]1[C:10]([C:11]([F:14])([F:13])[F:12])=[CH:9][CH:8]=[CH:7][C:6]=1[C:15]#[C:16][C:17]1[C:22]([C:23]([F:26])([F:25])[F:24])=[CH:21][N:20]=[C:19]([NH:27][C:28]2[CH:33]=[CH:32][C:31]([CH:34]3[CH2:39][CH2:38][N:37]([C:40]([O:42][C:43]([CH3:46])([CH3:45])[CH3:44])=[O:41])[CH2:36][CH2:35]3)=[CH:30][CH:29]=2)[N:18]=1, predict the reaction product. The product is: [CH3:1][O:2][C:3](=[O:47])[CH2:4][C:5]1[C:10]([C:11]([F:12])([F:13])[F:14])=[CH:9][CH:8]=[CH:7][C:6]=1[CH2:15][CH2:16][C:17]1[C:22]([C:23]([F:25])([F:26])[F:24])=[CH:21][N:20]=[C:19]([NH:27][C:28]2[CH:33]=[CH:32][C:31]([CH:34]3[CH2:35][CH2:36][N:37]([C:40]([O:42][C:43]([CH3:46])([CH3:45])[CH3:44])=[O:41])[CH2:38][CH2:39]3)=[CH:30][CH:29]=2)[N:18]=1. (3) Given the reactants ON1C(=O)CCC1=O.[C:9]([OH:40])(=[O:39])[CH2:10][CH2:11][C@H:12]([NH:16][C:17]([C:19]1[CH:38]=[CH:37][C:22]([NH:23][CH2:24][C:25]2[N:36]=[C:35]3[C:28]([N:29]=[C:30]([NH:32][C:33]3=[O:34])[NH2:31])=[N:27][CH:26]=2)=[CH:21][CH:20]=1)=[O:18])[C:13]([OH:15])=[O:14].C1(N=C=NC2CCCCC2)CCCCC1.[NH2:56][CH:57]([NH2:63])[CH2:58][CH2:59][CH2:60][CH2:61][CH3:62], predict the reaction product. The product is: [C:9]([O-:40])(=[O:39])[CH2:10][CH2:11][C@H:12]([NH:16][C:17]([C:19]1[CH:20]=[CH:21][C:22]([NH:23][CH2:24][C:25]2[N:36]=[C:35]3[C:28]([N:29]=[C:30]([NH:32][C:33]3=[O:34])[NH2:31])=[N:27][CH:26]=2)=[CH:37][CH:38]=1)=[O:18])[C:13]([OH:15])=[O:14].[NH2:56][CH:57]([NH2:63])[CH2:58][CH2:59][CH2:60][CH2:61][CH3:62]. (4) Given the reactants [F:1][C:2]1[N:7]=[CH:6][C:5]([C:8]([C:10]2[CH:15]=[CH:14][C:13]([S:16][CH3:17])=[CH:12][CH:11]=2)=[O:9])=[CH:4][CH:3]=1.[CH3:18][Mg]Br.[Cl-].[NH4+], predict the reaction product. The product is: [F:1][C:2]1[N:7]=[CH:6][C:5]([C:8]([C:10]2[CH:15]=[CH:14][C:13]([S:16][CH3:17])=[CH:12][CH:11]=2)([OH:9])[CH3:18])=[CH:4][CH:3]=1. (5) Given the reactants [Cl:1][C:2]1[C:10]2[C:5](=[N:6][CH:7]=[C:8]([NH2:11])[N:9]=2)[N:4]([CH2:12][O:13][CH2:14][CH2:15][Si:16]([CH3:19])([CH3:18])[CH3:17])[CH:3]=1.[CH:20]1([N:26]=[C:27]=[O:28])[CH2:25][CH2:24][CH2:23][CH2:22][CH2:21]1, predict the reaction product. The product is: [CH:20]1([NH:26][C:27]([NH:11][C:8]2[N:9]=[C:10]3[C:2]([Cl:1])=[CH:3][N:4]([CH2:12][O:13][CH2:14][CH2:15][Si:16]([CH3:19])([CH3:18])[CH3:17])[C:5]3=[N:6][CH:7]=2)=[O:28])[CH2:25][CH2:24][CH2:23][CH2:22][CH2:21]1. (6) Given the reactants [CH2:1]([C@H:8]1[CH2:12][O:11][C:10](=[O:13])[N:9]1[C:14](=[O:29])[CH2:15][C@H:16]([C:21]1[CH:26]=[C:25]([F:27])[CH:24]=[C:23]([F:28])[CH:22]=1)[C:17]([F:20])([F:19])[F:18])[C:2]1[CH:7]=[CH:6][CH:5]=[CH:4][CH:3]=1.CC(C1C=C(C(C)C)C(S([N:45]=[N+:46]=[N-:47])(=O)=O)=C(C(C)C)C=1)C, predict the reaction product. The product is: [N:45]([C@H:15]([C@H:16]([C:21]1[CH:26]=[C:25]([F:27])[CH:24]=[C:23]([F:28])[CH:22]=1)[C:17]([F:19])([F:20])[F:18])[C:14]([N:9]1[C@@H:8]([CH2:1][C:2]2[CH:7]=[CH:6][CH:5]=[CH:4][CH:3]=2)[CH2:12][O:11][C:10]1=[O:13])=[O:29])=[N+:46]=[N-:47]. (7) Given the reactants [F:1][C:2]1[CH:27]=[CH:26][C:5]([CH2:6][N:7]2[C:15]3[C:10](=[CH:11][CH:12]=[CH:13][CH:14]=3)[CH:9]=[C:8]2[C:16]([N:18]2[CH2:23][CH2:22][CH:21]([CH:24]=O)[CH2:20][CH2:19]2)=[O:17])=[CH:4][CH:3]=1.[CH3:28][C@@H:29]([NH2:36])[C:30]1[CH:35]=[CH:34][CH:33]=[CH:32][CH:31]=1.C([BH3-])#N.[Na+].C(O)(=O)C, predict the reaction product. The product is: [F:1][C:2]1[CH:27]=[CH:26][C:5]([CH2:6][N:7]2[C:15]3[C:10](=[CH:11][CH:12]=[CH:13][CH:14]=3)[CH:9]=[C:8]2[C:16]([N:18]2[CH2:23][CH2:22][CH:21]([CH2:24][NH:36][C@@H:29]([C:30]3[CH:35]=[CH:34][CH:33]=[CH:32][CH:31]=3)[CH3:28])[CH2:20][CH2:19]2)=[O:17])=[CH:4][CH:3]=1.